From a dataset of Catalyst prediction with 721,799 reactions and 888 catalyst types from USPTO. Predict which catalyst facilitates the given reaction. (1) Reactant: O[C:2]1[C:3]([NH:8][C:9](=[O:13])[O:10]CC)=[N:4][CH:5]=[CH:6][CH:7]=1.CCOC(C)=O.CCCCCC. Product: [O:13]1[C:2]2[C:3](=[N:4][CH:5]=[CH:6][CH:7]=2)[NH:8][C:9]1=[O:10]. The catalyst class is: 400. (2) Product: [Cl:1][C:2]1[CH:7]=[CH:6][CH:5]=[CH:4][C:3]=1[N:8]1[C:16]([C:17]2[CH:22]=[CH:21][C:20]([Cl:23])=[CH:19][CH:18]=2)=[C:15]2[C:10]([C:11](=[O:24])[N:12]([CH2:31][C:32]([F:35])([F:34])[F:33])[CH:13]=[CH:14]2)=[N:9]1. Reactant: [Cl:1][C:2]1[CH:7]=[CH:6][CH:5]=[CH:4][C:3]=1[N:8]1[C:16]([C:17]2[CH:22]=[CH:21][C:20]([Cl:23])=[CH:19][CH:18]=2)=[C:15]2[C:10]([C:11]([OH:24])=[N:12][CH:13]=[CH:14]2)=[N:9]1.FC(F)(F)S(O[CH2:31][C:32]([F:35])([F:34])[F:33])(=O)=O.C([O-])([O-])=O.[Cs+].[Cs+]. The catalyst class is: 3.